Dataset: Catalyst prediction with 721,799 reactions and 888 catalyst types from USPTO. Task: Predict which catalyst facilitates the given reaction. (1) Product: [CH2:24]([O:23][C:21]([C:20]1[O:1][C:2]2[C:3]([CH:4]=[O:5])=[CH:6][C:7]([CH3:12])=[CH:8][C:9]=2[CH:10]=1)=[O:22])[CH3:25]. The catalyst class is: 3. Reactant: [OH:1][C:2]1[C:9]([CH:10]=O)=[CH:8][C:7]([CH3:12])=[CH:6][C:3]=1[CH:4]=[O:5].C(=O)([O-])[O-].[K+].[K+].Br[CH:20](C(OCC)=O)[C:21]([O:23][CH2:24][CH3:25])=[O:22]. (2) Product: [C:1]([C:5]1[CH:6]=[C:7]2[C:17]([CH:11]([OH:16])[CH2:10][CH2:9][O:8]2)=[CH:18][CH:19]=1)([CH3:2])([CH3:3])[CH3:4]. Reactant: [C:1]([C:5]1[CH:6]=[C:7]([CH:17]=[CH:18][CH:19]=1)[O:8][CH2:9][CH2:10][CH:11]1[O:16]CCCO1)([CH3:4])([CH3:3])[CH3:2].Cl. The catalyst class is: 305. (3) Reactant: [CH3:1][N:2]1[CH2:6][CH2:5][CH2:4][C@H:3]1[C:7]([OH:9])=O.CCN(C(C)C)C(C)C.CN(C(ON1N=NC2C=CC=CC1=2)=[N+](C)C)C.F[P-](F)(F)(F)(F)F.[CH3:43][N:44]1[C:52]2[CH:51]=[C:50]([C:53]3[CH:58]=[CH:57][C:56]([O:59][CH2:60][CH2:61][NH:62][CH2:63][CH3:64])=[C:55]([C:65]([F:68])([F:67])[F:66])[CH:54]=3)[N:49]=[C:48]([C:69]#[N:70])[C:47]=2[N:46]=[CH:45]1. Product: [C:69]([C:48]1[C:47]2[N:46]=[CH:45][N:44]([CH3:43])[C:52]=2[CH:51]=[C:50]([C:53]2[CH:58]=[CH:57][C:56]([O:59][CH2:60][CH2:61][N:62]([CH2:63][CH3:64])[C:7]([C@@H:3]3[CH2:4][CH2:5][CH2:6][N:2]3[CH3:1])=[O:9])=[C:55]([C:65]([F:68])([F:66])[F:67])[CH:54]=2)[N:49]=1)#[N:70]. The catalyst class is: 4. (4) Reactant: [N:1]1[CH:6]=[CH:5][CH:4]=[CH:3][C:2]=1[N:7]1[CH:11]=[C:10]([CH2:12]O)[CH:9]=[N:8]1.S(Cl)([Cl:16])=O. Product: [Cl:16][CH2:12][C:10]1[CH:9]=[N:8][N:7]([C:2]2[CH:3]=[CH:4][CH:5]=[CH:6][N:1]=2)[CH:11]=1. The catalyst class is: 2. (5) Reactant: [C:1]([N:8]1[CH2:13][CH2:12][CH2:11][CH:10]([C:14]([OH:16])=O)[CH2:9]1)([O:3][C:4]([CH3:7])([CH3:6])[CH3:5])=[O:2].Cl.[CH3:18][NH:19][O:20][CH3:21].CN(C(ON1N=NC2C=CC=NC1=2)=[N+](C)C)C.F[P-](F)(F)(F)(F)F.C(N(CC)CC)C. Product: [CH3:21][O:20][N:19]([CH3:18])[C:14]([CH:10]1[CH2:11][CH2:12][CH2:13][N:8]([C:1]([O:3][C:4]([CH3:5])([CH3:6])[CH3:7])=[O:2])[CH2:9]1)=[O:16]. The catalyst class is: 174.